Task: Binary Classification. Given a miRNA mature sequence and a target amino acid sequence, predict their likelihood of interaction.. Dataset: Experimentally validated miRNA-target interactions with 360,000+ pairs, plus equal number of negative samples (1) The miRNA is hsa-miR-17-5p with sequence CAAAGUGCUUACAGUGCAGGUAG. The protein sequence of the target gene is MSRSPDAKEDPVECPLCMEPLEIDDINFFPCTCGYQICRFCWHRIRTDENGLCPACRKPYPEDPAVYKPLSQEELQRIKNEKKQKQNERKQKISENRKHLASVRVVQKNLVFVVGLSQRLADPEVLKRPEYFGKFGKIHKVVINNSTSYAGSQGPSASAYVTYIRSEDALRAIQCVNNVVVDGRTLKASLGTTKYCSYFLKNMQCPKPDCMYLHELGDEAASFTKEEMQAGKHQEYEQKLLQELYKLNPNFLQLSTGSVDKNKNKVTPLQRYDTPIDKPSDSLSIGNGDNSQQISNSDTP.... Result: 1 (interaction). (2) The miRNA is hsa-miR-671-3p with sequence UCCGGUUCUCAGGGCUCCACC. The protein sequence of the target gene is MAASPSKTEIQTIFKRLRAIPTNKACFDCGAKSPSWASITYGVFLCIDCSGVHRSLGVHLSFIRSTELDSNWSWLQLRCMQVGGNANATAFFRQHGCMANDANTKYTSRAAQMYREKIRQLGSAALTRHGTDLWIDSMNSAPSHSPEKKDSDFFTEHTQAPAWDTAATDPSGTQQPALPSESSSLAQPEQGPNTDLLGTSPQASLELKSSIIGKKKPAAAKKGLGAKKGLGAQKVSNQSFTEIERQAQVAEKLREQQAADAKKQAEESMVASMRLAYQELQIDRKKEEKKLQNLEGKKRE.... Result: 0 (no interaction).